Predict the product of the given reaction. From a dataset of Forward reaction prediction with 1.9M reactions from USPTO patents (1976-2016). (1) Given the reactants C[O:2][C:3](=[O:34])[CH:4]([NH2:33])[CH2:5][CH2:6][O:7][C:8]1[CH:13]=[CH:12][C:11]([CH2:14][CH2:15][CH2:16][CH2:17][NH:18][C:19]([NH2:32])=[N:20][C:21]([C:23]2[C:28]([NH2:29])=[N:27][C:26]([NH2:30])=[C:25]([Cl:31])[N:24]=2)=[O:22])=[CH:10][CH:9]=1.O.[OH-].[Li+], predict the reaction product. The product is: [NH2:33][CH:4]([CH2:5][CH2:6][O:7][C:8]1[CH:9]=[CH:10][C:11]([CH2:14][CH2:15][CH2:16][CH2:17][NH:18][C:19]([NH2:32])=[N:20][C:21]([C:23]2[C:28]([NH2:29])=[N:27][C:26]([NH2:30])=[C:25]([Cl:31])[N:24]=2)=[O:22])=[CH:12][CH:13]=1)[C:3]([OH:34])=[O:2]. (2) The product is: [NH2:1][C:2](=[O:44])[CH:3]([C:6]1[CH:11]=[CH:10][CH:9]=[CH:8][C:7]=1[CH2:12][CH2:13][C:14]1[C:19]([C:20]([F:23])([F:22])[F:21])=[CH:18][N:17]=[C:16]([NH:24][C:25]2[CH:30]=[CH:29][C:28]([CH:31]3[CH2:36][CH2:35][N:34]([C:37]([O:39][C:40]([CH3:43])([CH3:42])[CH3:41])=[O:38])[CH2:33][CH2:32]3)=[CH:27][CH:26]=2)[N:15]=1)[CH2:4][CH3:5]. Given the reactants [NH2:1][C:2](=[O:44])[CH:3]([C:6]1[CH:11]=[CH:10][CH:9]=[CH:8][C:7]=1[C:12]#[C:13][C:14]1[C:19]([C:20]([F:23])([F:22])[F:21])=[CH:18][N:17]=[C:16]([NH:24][C:25]2[CH:30]=[CH:29][C:28]([CH:31]3[CH2:36][CH2:35][N:34]([C:37]([O:39][C:40]([CH3:43])([CH3:42])[CH3:41])=[O:38])[CH2:33][CH2:32]3)=[CH:27][CH:26]=2)[N:15]=1)[CH2:4][CH3:5].CCN(CC)CC, predict the reaction product. (3) Given the reactants [F:1][C:2]1[C:7]([OH:8])=[CH:6][CH:5]=[CH:4][C:3]=1[CH2:9][NH:10][C:11]([C:13]1[CH:14]=[C:15]2[C:20](=[CH:21][CH:22]=1)[N:19]=[CH:18][CH:17]=[CH:16]2)=[O:12].Br[CH2:24][C:25]#[CH:26].CN(C=O)C.C(=O)([O-])[O-].[Cs+].[Cs+], predict the reaction product. The product is: [F:1][C:2]1[C:7]([O:8][CH2:26][C:25]#[CH:24])=[CH:6][CH:5]=[CH:4][C:3]=1[CH2:9][NH:10][C:11]([C:13]1[CH:14]=[C:15]2[C:20](=[CH:21][CH:22]=1)[N:19]=[CH:18][CH:17]=[CH:16]2)=[O:12]. (4) Given the reactants [CH2:1]([NH:8][C:9](=[O:18])[C:10]1[CH:15]=[CH:14][C:13]([NH:16][NH2:17])=N[CH:11]=1)[C:2]1[CH:7]=[CH:6][CH:5]=[CH:4][CH:3]=1.[C:19]([C:21]1[CH:26]=[CH:25][C:24]([C:27](=[CH:33]N(C)C)[C:28]([O:30][CH2:31][CH3:32])=[O:29])=[CH:23][CH:22]=1)#[N:20].[CH2:37](O)C, predict the reaction product. The product is: [CH2:1]([NH:8][C:9]([C:10]1[CH:15]=[CH:14][C:13]([NH:16][NH:17][CH:33]=[C:27]([C:24]2[CH:25]=[CH:26][C:21]([C:19]#[N:20])=[CH:22][CH:23]=2)[C:28]([O:30][CH2:31][CH3:32])=[O:29])=[CH:37][CH:11]=1)=[O:18])[C:2]1[CH:7]=[CH:6][CH:5]=[CH:4][CH:3]=1. (5) The product is: [CH2:26]([O:25][SiH:24]([O:16][CH2:20][CH3:19])[O:8][Si:7]([C:10]1[CH:15]=[CH:14][CH:13]=[CH:12][CH:11]=1)([C:1]1[CH:2]=[CH:3][CH:4]=[CH:5][CH:6]=1)[O:9][SiH:24]([O:25][CH2:26][CH3:27])[O:28][CH2:29][CH3:30])[CH3:27]. Given the reactants [C:1]1([Si:7]([C:10]2[CH:15]=[CH:14][CH:13]=[CH:12][CH:11]=2)([OH:9])[OH:8])[CH:6]=[CH:5][CH:4]=[CH:3][CH:2]=1.[O:16]1[CH2:20][CH2:19]CC1.C(O[SiH:24]([O:28][CH2:29][CH3:30])[O:25][CH2:26][CH3:27])C, predict the reaction product. (6) Given the reactants C(O[CH2:9][CH2:10][CH2:11][CH2:12][C@H:13]([N:16]([CH2:29][CH2:30][CH:31]([CH3:33])[CH3:32])[S:17]([C:20]1[CH:25]=[CH:24][C:23]([C@@H:26]([OH:28])[CH3:27])=[CH:22][CH:21]=1)(=[O:19])=[O:18])[CH2:14][OH:15])C1C=CC=CC=1.[Si](Cl)(C(C)(C)C)(C1C=CC=CC=1)C1C=CC=CC=1.C([S@]([NH2:58])=O)(C)(C)C.[CH:59]1([Mg]Br)[CH2:61][CH2:60]1.[F:64][C:65]1[CH:87]=[CH:86][C:68]([CH:69]([C:79]2[CH:84]=[CH:83][C:82]([F:85])=[CH:81][CH:80]=2)[C@@H:70]([C:76](O)=[O:77])[NH:71][C:72]([O:74][CH3:75])=[O:73])=[CH:67][CH:66]=1, predict the reaction product. The product is: [CH:59]1([C@H:9]([NH:58][C:76](=[O:77])[C@H:70]([CH:69]([C:79]2[CH:84]=[CH:83][C:82]([F:85])=[CH:81][CH:80]=2)[C:68]2[CH:86]=[CH:87][C:65]([F:64])=[CH:66][CH:67]=2)[NH:71][C:72]([O:74][CH3:75])=[O:73])[CH2:10][CH2:11][CH2:12][C@H:13]([N:16]([S:17]([C:20]2[CH:25]=[CH:24][C:23]([C@@H:26]([OH:28])[CH3:27])=[CH:22][CH:21]=2)(=[O:19])=[O:18])[CH2:29][CH2:30][CH:31]([CH3:33])[CH3:32])[CH2:14][OH:15])[CH2:61][CH2:60]1. (7) Given the reactants NC1N=CC(CN2C(=O)C(C3C=CC=CC=3)=C(NC3C=CC(N4CCOCC4)=CC=3)C2=O)=CC=1.COC1C=CC(P2(SP(C3C=CC(OC)=CC=3)(=S)S2)=[S:44])=CC=1.[NH2:57][C:58]1[N:63]=[CH:62][C:61]([CH2:64][N:65]2[C:69](=[S:70])[C:68]([NH:71][C:72]3[CH:77]=[CH:76][C:75]([N:78]4[CH2:83][CH2:82][O:81][CH2:80][CH2:79]4)=[CH:74][CH:73]=3)=[C:67]([C:84]3[CH:89]=[CH:88][CH:87]=[CH:86][CH:85]=3)[C:66]2=O)=[CH:60][CH:59]=1, predict the reaction product. The product is: [NH2:57][C:58]1[N:63]=[CH:62][C:61]([CH2:64][N:65]2[C:66](=[S:44])[C:67]([C:84]3[CH:89]=[CH:88][CH:87]=[CH:86][CH:85]=3)=[C:68]([NH:71][C:72]3[CH:77]=[CH:76][C:75]([N:78]4[CH2:83][CH2:82][O:81][CH2:80][CH2:79]4)=[CH:74][CH:73]=3)[C:69]2=[S:70])=[CH:60][CH:59]=1. (8) Given the reactants C[O:2][C:3](=[O:37])[C:4]([CH3:36])([CH3:35])[CH2:5][C:6]1[CH:11]=[C:10]([CH3:12])[C:9]([C:13]2[NH:17][C:16]3[CH:18]=[C:19]([C:22]4[O:23][C:24]([C:27]5[CH:32]=[CH:31][CH:30]=[CH:29][C:28]=5[CH3:33])=[N:25][N:26]=4)[CH:20]=[CH:21][C:15]=3[N:14]=2)=[C:8]([CH3:34])[CH:7]=1.C(Cl)CCl.C1C=CC2N(O)N=NC=2C=1.COC(C(C)(C)CC1C=C(C)C(C2NC3C=C(C(O)=O)C=CC=3N=2)=C(C)C=1)=O.CC1C=CC=CC=1C(NN)=O.CC[N+](S(N=C(OC)[O-])(=O)=O)(CC)CC, predict the reaction product. The product is: [CH3:12][C:10]1[CH:11]=[C:6]([CH2:5][C:4]([CH3:36])([CH3:35])[C:3]([OH:37])=[O:2])[CH:7]=[C:8]([CH3:34])[C:9]=1[C:13]1[NH:17][C:16]2[CH:18]=[C:19]([C:22]3[O:23][C:24]([C:27]4[CH:32]=[CH:31][CH:30]=[CH:29][C:28]=4[CH3:33])=[N:25][N:26]=3)[CH:20]=[CH:21][C:15]=2[N:14]=1.